This data is from Forward reaction prediction with 1.9M reactions from USPTO patents (1976-2016). The task is: Predict the product of the given reaction. Given the reactants [OH:1][CH:2]1[CH2:5][N:4]([C:6]([N:8]2[CH2:13][CH:12]([C:14]3[CH:19]=[CH:18][C:17]([C:20]([F:23])([F:22])[F:21])=[CH:16][CH:15]=3)[CH2:11][CH:10]([C:24](O)=[O:25])[CH2:9]2)=[O:7])[CH2:3]1.[Cl:27][C:28]1[CH:29]=[C:30]([C:34](=[N:36]O)[NH2:35])[CH:31]=[CH:32][CH:33]=1, predict the reaction product. The product is: [Cl:27][C:28]1[CH:29]=[C:30]([C:34]2[N:36]=[C:24]([CH:10]3[CH2:11][CH:12]([C:14]4[CH:15]=[CH:16][C:17]([C:20]([F:23])([F:22])[F:21])=[CH:18][CH:19]=4)[CH2:13][N:8]([C:6]([N:4]4[CH2:3][CH:2]([OH:1])[CH2:5]4)=[O:7])[CH2:9]3)[O:25][N:35]=2)[CH:31]=[CH:32][CH:33]=1.